The task is: Predict the reactants needed to synthesize the given product.. This data is from Full USPTO retrosynthesis dataset with 1.9M reactions from patents (1976-2016). (1) Given the product [NH2:14][C:13]1[CH2:12][O:11][CH2:10][C@:9]([C:7]2[CH:8]=[C:3]([Br:2])[CH:4]=[CH:5][C:6]=2[OH:36])([C:15]2[CH:20]=[C:19]([N:21]3[CH2:26][CH2:25][O:24][CH2:23][CH2:22]3)[N:18]=[C:17]([F:27])[C:16]=2[Cl:28])[N:29]=1, predict the reactants needed to synthesize it. The reactants are: Cl.[Br:2][C:3]1[CH:4]=[CH:5][C:6]([O:36]COC)=[C:7]([C@:9]([NH:29][S@](C(C)(C)C)=O)([C:15]2[CH:20]=[C:19]([N:21]3[CH2:26][CH2:25][O:24][CH2:23][CH2:22]3)[N:18]=[C:17]([F:27])[C:16]=2[Cl:28])[CH2:10][O:11][CH2:12][C:13]#[N:14])[CH:8]=1.C[Al](C)C.C(C(C(C([O-])=O)O)O)([O-])=O.[Na+].[K+]. (2) Given the product [O:11]=[C:6]1[C:7]2[C:3](=[C:2]([O:1][CH2:19][CH:20]3[O:24][C:23](=[O:25])[NH:22][CH2:21]3)[CH:10]=[CH:9][CH:8]=2)[CH2:4][CH2:5]1, predict the reactants needed to synthesize it. The reactants are: [OH:1][C:2]1[CH:10]=[CH:9][CH:8]=[C:7]2[C:3]=1[CH2:4][CH2:5][C:6]2=[O:11].C(=O)([O-])[O-].[Cs+].[Cs+].Cl[CH2:19][CH:20]1[O:24][C:23](=[O:25])[NH:22][CH2:21]1. (3) The reactants are: [Li]CCCC.Br[C:7]1[CH:8]=[N:9][N:10]([C:12]([C:25]2[CH:30]=[CH:29][CH:28]=[CH:27][CH:26]=2)([C:19]2[CH:24]=[CH:23][CH:22]=[CH:21][CH:20]=2)[C:13]2[CH:18]=[CH:17][CH:16]=[CH:15][CH:14]=2)[CH:11]=1.[C:31]([C:34]1[CH:43]=[CH:42][C:37]([C:38]([O:40][CH3:41])=[O:39])=[CH:36][CH:35]=1)(=[O:33])[CH3:32]. Given the product [OH:33][C:31]([C:34]1[CH:43]=[CH:42][C:37]([C:38]([O:40][CH3:41])=[O:39])=[CH:36][CH:35]=1)([C:7]1[CH:8]=[N:9][N:10]([C:12]([C:25]2[CH:30]=[CH:29][CH:28]=[CH:27][CH:26]=2)([C:19]2[CH:24]=[CH:23][CH:22]=[CH:21][CH:20]=2)[C:13]2[CH:18]=[CH:17][CH:16]=[CH:15][CH:14]=2)[CH:11]=1)[CH3:32], predict the reactants needed to synthesize it. (4) The reactants are: [Si:1](Cl)([C:14]([CH3:17])([CH3:16])[CH3:15])([C:8]1[CH:13]=[CH:12][CH:11]=[CH:10][CH:9]=1)[C:2]1[CH:7]=[CH:6][CH:5]=[CH:4][CH:3]=1.N1C=CN=C1.[Br:24][CH2:25][CH2:26][OH:27]. Given the product [Si:1]([O:27][CH2:26][CH2:25][Br:24])([C:14]([CH3:17])([CH3:16])[CH3:15])([C:8]1[CH:13]=[CH:12][CH:11]=[CH:10][CH:9]=1)[C:2]1[CH:7]=[CH:6][CH:5]=[CH:4][CH:3]=1, predict the reactants needed to synthesize it. (5) The reactants are: [CH3:1][O:2][C:3]1[CH:8]=[C:7](F)[CH:6]=[CH:5][C:4]=1[N+:10]([O-:12])=[O:11].C([O-])([O-])=O.[K+].[K+].CS(C)=O.[CH3:23][CH:24]([C@H:26]1[CH2:31][NH:30][CH2:29][CH2:28][N:27]1[C:32]([O:34][C:35]([CH3:38])([CH3:37])[CH3:36])=[O:33])[CH3:25]. Given the product [CH3:25][CH:24]([C@H:26]1[CH2:31][N:30]([C:7]2[CH:6]=[CH:5][C:4]([N+:10]([O-:12])=[O:11])=[C:3]([O:2][CH3:1])[CH:8]=2)[CH2:29][CH2:28][N:27]1[C:32]([O:34][C:35]([CH3:37])([CH3:36])[CH3:38])=[O:33])[CH3:23], predict the reactants needed to synthesize it. (6) Given the product [CH:20]([O:19][CH2:18][C:16]1[CH:15]=[C:7]([C:8]([N:10]([CH3:14])[CH2:11][CH2:12][CH3:13])=[O:9])[CH:6]=[C:5]([CH:17]=1)[C:4]([OH:23])=[O:3])([CH3:22])[CH3:21], predict the reactants needed to synthesize it. The reactants are: C([O:3][C:4](=[O:23])[C:5]1[CH:17]=[C:16]([CH2:18][O:19][CH:20]([CH3:22])[CH3:21])[CH:15]=[C:7]([C:8]([N:10]([CH3:14])[CH2:11][CH2:12][CH3:13])=[O:9])[CH:6]=1)C. (7) Given the product [C:1]([O:5][C:6](=[O:24])[NH:7][C@H:8]([CH2:9][C:10]1[CH:15]=[C:14]([F:16])[CH:13]=[CH:12][C:11]=1[F:17])[C:18](=[O:23])[CH2:38][C:32]1[CH:33]=[C:34]([Cl:37])[CH:35]=[CH:36][C:31]=1[C:30](=[O:39])[NH:29][C:25]([CH3:27])([CH3:26])[CH3:28])([CH3:2])([CH3:3])[CH3:4], predict the reactants needed to synthesize it. The reactants are: [C:1]([O:5][C:6](=[O:24])[NH:7][C@@H:8]([C:18](=[O:23])N(OC)C)[CH2:9][C:10]1[CH:15]=[C:14]([F:16])[CH:13]=[CH:12][C:11]=1[F:17])([CH3:4])([CH3:3])[CH3:2].[C:25]([NH:29][C:30](=[O:39])[C:31]1[CH:36]=[CH:35][C:34]([Cl:37])=[CH:33][C:32]=1[CH3:38])([CH3:28])([CH3:27])[CH3:26]. (8) Given the product [Br:1][C:3]1[NH:4][C:5]2[CH:11]=[CH:10][CH:9]=[CH:8][C:6]=2[N:7]=1, predict the reactants needed to synthesize it. The reactants are: [BrH:1].S[C:3]1[NH:4][C:5]2[CH:11]=[CH:10][CH:9]=[CH:8][C:6]=2[N:7]=1.BrBr. (9) Given the product [O:22]1[CH2:27][CH2:26][CH2:25][CH2:24][CH:23]1[O:12][CH2:13][C:14]1[CH:15]=[C:16]([CH:19]=[CH:20][CH:21]=1)[C:17]#[N:18], predict the reactants needed to synthesize it. The reactants are: C1(C)C=CC(S(O)(=O)=O)=CC=1.[OH:12][CH2:13][C:14]1[CH:15]=[C:16]([CH:19]=[CH:20][CH:21]=1)[C:17]#[N:18].[O:22]1[CH:27]=[CH:26][CH2:25][CH2:24][CH2:23]1.C(=O)(O)[O-].[Na+].